This data is from Forward reaction prediction with 1.9M reactions from USPTO patents (1976-2016). The task is: Predict the product of the given reaction. (1) Given the reactants [CH3:1][O:2][C:3]1[CH:4]=[C:5]([C:15]2[N:19]3[CH2:20][CH2:21][CH2:22][C:23]([CH3:27])([C:24](O)=[O:25])[C:18]3=[N:17][N:16]=2)[CH:6]=[CH:7][C:8]=1[C:9]1[O:13][C:12]([CH3:14])=[N:11][CH:10]=1.Cl.[Cl:29][C:30]1[CH:31]=[C:32]([CH:37]=[CH:38][C:39]=1[Cl:40])[C:33]([NH:35][NH2:36])=O.C(N(CC)CC)C.O, predict the reaction product. The product is: [Cl:29][C:30]1[CH:31]=[C:32]([C:33]2[O:25][C:24]([C:23]3([CH3:27])[CH2:22][CH2:21][CH2:20][N:19]4[C:15]([C:5]5[CH:6]=[CH:7][C:8]([C:9]6[O:13][C:12]([CH3:14])=[N:11][CH:10]=6)=[C:3]([O:2][CH3:1])[CH:4]=5)=[N:16][N:17]=[C:18]34)=[N:36][N:35]=2)[CH:37]=[CH:38][C:39]=1[Cl:40]. (2) The product is: [NH2:1][C:2]1[O:6][N:5]=[C:4]([C:7]2[CH:12]=[CH:11][CH:10]=[C:9]([F:13])[CH:8]=2)[C:3]=1[C:14]([N:42]1[CH2:41][CH2:40][N:39]([C:45]2[CH:46]=[CH:47][C:48]([OH:51])=[CH:49][CH:50]=2)[CH2:44][CH2:43]1)=[O:16]. Given the reactants [NH2:1][C:2]1[O:6][N:5]=[C:4]([C:7]2[CH:12]=[CH:11][CH:10]=[C:9]([F:13])[CH:8]=2)[C:3]=1[C:14]([OH:16])=O.Cl.C(N=C=NCCCN(C)C)C.OC1C2N=NNC=2C=CC=1.[N:39]1([C:45]2[CH:50]=[CH:49][C:48]([OH:51])=[CH:47][CH:46]=2)[CH2:44][CH2:43][NH:42][CH2:41][CH2:40]1, predict the reaction product.